Dataset: Catalyst prediction with 721,799 reactions and 888 catalyst types from USPTO. Task: Predict which catalyst facilitates the given reaction. (1) Reactant: C(OC(=O)N[C@@H:8]([CH2:14][N:15]([C:25]([O:27][CH2:28][C:29]1[CH:34]=[CH:33][CH:32]=[CH:31][CH:30]=1)=[O:26])[CH2:16][C:17]1[CH:22]=[CH:21][C:20]([CH3:23])=[CH:19][C:18]=1[CH3:24])[C@@H:9]([OH:13])[CH2:10][CH2:11][CH3:12])(C)(C)C.C(O)(C(F)(F)F)=O.[C:43]([O:47][C:48](=[O:84])[NH:49][C:50]1[CH:55]=[C:54]([C:56]([F:59])([F:58])[F:57])[CH:53]=[C:52]([NH:60][C:61](=[O:83])[CH2:62][C:63](=[O:82])[NH:64][C@@H](CNCC2C=CC(C)=CC=2C)[C@@H](O)CCC)[CH:51]=1)([CH3:46])([CH3:45])[CH3:44].C(N(CC)C(C)C)(C)C.CN(C(ON1N=NC2C=CC=NC1=2)=[N+](C)C)C.F[P-](F)(F)(F)(F)F. Product: [C:43]([O:47][C:48](=[O:84])[NH:49][C:50]1[CH:55]=[C:54]([C:56]([F:58])([F:59])[F:57])[CH:53]=[C:52]([NH:60][C:61](=[O:83])[CH2:62][C:63](=[O:82])[NH:64][C@@H:8]([CH2:14][N:15]([C:25]([O:27][CH2:28][C:29]2[CH:30]=[CH:31][CH:32]=[CH:33][CH:34]=2)=[O:26])[CH2:16][C:17]2[CH:22]=[CH:21][C:20]([CH3:23])=[CH:19][C:18]=2[CH3:24])[C@@H:9]([OH:13])[CH2:10][CH2:11][CH3:12])[CH:51]=1)([CH3:46])([CH3:44])[CH3:45]. The catalyst class is: 2. (2) Reactant: [F:1][C:2]1[CH:29]=[C:28]([N+:30]([O-])=O)[CH:27]=[CH:26][C:3]=1[O:4][C:5]1[CH:10]=[CH:9][N:8]=[C:7]2[CH:11]=[C:12]([C:14]3[N:15]=[CH:16][N:17]([CH2:19][CH2:20][N:21]4[CH2:25][CH2:24][CH2:23][CH2:22]4)[CH:18]=3)[S:13][C:6]=12.[NH4+].[Cl-]. Product: [F:1][C:2]1[CH:29]=[C:28]([CH:27]=[CH:26][C:3]=1[O:4][C:5]1[CH:10]=[CH:9][N:8]=[C:7]2[CH:11]=[C:12]([C:14]3[N:15]=[CH:16][N:17]([CH2:19][CH2:20][N:21]4[CH2:22][CH2:23][CH2:24][CH2:25]4)[CH:18]=3)[S:13][C:6]=12)[NH2:30]. The catalyst class is: 314. (3) Reactant: [C:1]([O:5][C:6]([N:8]1[C:13]2[CH:14]=[C:15]([Cl:21])[C:16]([N:18]([CH3:20])[CH3:19])=[CH:17][C:12]=2[O:11][CH:10]([C:22]([OH:24])=O)[CH2:9]1)=[O:7])([CH3:4])([CH3:3])[CH3:2].[CH:25]1[CH:30]=[CH:29][C:28]([C@H:31]([NH2:34])[CH2:32][OH:33])=[CH:27][CH:26]=1.CCN=C=NCCCN(C)C.C1C=CC2N(O)N=NC=2C=1.CCN(C(C)C)C(C)C. Product: [C:1]([O:5][C:6]([N:8]1[C:13]2[CH:14]=[C:15]([Cl:21])[C:16]([N:18]([CH3:20])[CH3:19])=[CH:17][C:12]=2[O:11][CH:10]([C:22](=[O:24])[NH:34][CH:31]([C:28]2[CH:29]=[CH:30][CH:25]=[CH:26][CH:27]=2)[CH2:32][OH:33])[CH2:9]1)=[O:7])([CH3:4])([CH3:2])[CH3:3]. The catalyst class is: 34.